Dataset: Forward reaction prediction with 1.9M reactions from USPTO patents (1976-2016). Task: Predict the product of the given reaction. (1) Given the reactants [Cl:1][C:2]1[CH:7]=[CH:6][CH:5]=[CH:4][C:3]=1[NH:8][C:9]1[C:18]2[C:17](=O)[O:16][N:15]=[C:14]([CH3:20])[C:13]=2[CH:12]=[C:11]([F:21])[C:10]=1[F:22], predict the reaction product. The product is: [Cl:1][C:2]1[CH:7]=[CH:6][CH:5]=[CH:4][C:3]=1[NH:8][C:9]1[C:10]([F:22])=[C:11]([F:21])[CH:12]=[C:13]2[C:18]=1[C:17](=[O:16])[NH:15][CH:14]2[CH3:20]. (2) Given the reactants [NH:1]1[C:5]2[CH:6]=[CH:7][CH:8]=[CH:9][C:4]=2[N:3]=[C:2]1[CH2:10][NH:11][C:12]1[N:17]=[C:16](S(C)(=O)=O)[N:15]=[C:14]([O:22][C:23]2[CH:28]=[CH:27][C:26]([O:29][CH3:30])=[CH:25][C:24]=2[Cl:31])[CH:13]=1.[C:32]([N:35]1[CH2:40][CH2:39][NH:38][CH2:37][CH2:36]1)(=[O:34])[CH3:33], predict the reaction product. The product is: [NH:1]1[C:5]2[CH:6]=[CH:7][CH:8]=[CH:9][C:4]=2[N:3]=[C:2]1[CH2:10][NH:11][C:12]1[CH:13]=[C:14]([O:22][C:23]2[CH:28]=[CH:27][C:26]([O:29][CH3:30])=[CH:25][C:24]=2[Cl:31])[N:15]=[C:16]([N:38]2[CH2:39][CH2:40][N:35]([C:32](=[O:34])[CH3:33])[CH2:36][CH2:37]2)[N:17]=1. (3) Given the reactants [NH2:1][C:2]1([C:15]([OH:17])=[O:16])[CH2:7][CH2:6][N:5]([C:8]([O:10][C:11]([CH3:14])([CH3:13])[CH3:12])=[O:9])[CH2:4][CH2:3]1.Cl.[CH2:19]([O:26][C:27](ON1C(=O)CCC1=O)=[O:28])[C:20]1[CH:25]=[CH:24][CH:23]=[CH:22][CH:21]=1, predict the reaction product. The product is: [CH2:19]([O:26][C:27]([NH:1][C:2]1([C:15]([OH:17])=[O:16])[CH2:7][CH2:6][N:5]([C:8]([O:10][C:11]([CH3:12])([CH3:13])[CH3:14])=[O:9])[CH2:4][CH2:3]1)=[O:28])[C:20]1[CH:25]=[CH:24][CH:23]=[CH:22][CH:21]=1.